From a dataset of Reaction yield outcomes from USPTO patents with 853,638 reactions. Predict the reaction yield, written as a fraction of the theoretical maximum amount of product (1.0 means a 100% yield; for example, 0.34 means a 34% yield). (1) The reactants are [NH2:1][C:2]1[CH:7]=[C:6]([C:8]([O:10][CH3:11])=[O:9])[CH:5]=[CH:4][N:3]=1.C(=O)([O-])O.[Na+].Br[CH:18]([C:21](=O)[CH2:22][CH2:23][CH3:24])[CH2:19][CH3:20]. The catalyst is C(O)C. The product is [CH2:19]([C:18]1[N:3]2[CH:4]=[CH:5][C:6]([C:8]([O:10][CH3:11])=[O:9])=[CH:7][C:2]2=[N:1][C:21]=1[CH2:22][CH2:23][CH3:24])[CH3:20]. The yield is 0.511. (2) The reactants are [CH:1]1[C:10]2[C:5](=[CH:6][CH:7]=[CH:8][CH:9]=2)[CH:4]=[C:3]([C:11]([OH:13])=O)[N:2]=1.CN(C(ON1N=NC2C=CC=CC1=2)=[N+](C)C)C.F[P-](F)(F)(F)(F)F.[CH3:38][O:39][C:40]([C:42]1[C:50]2[NH:49][C:48]([NH2:51])=[N:47][C:46]=2[CH:45]=[CH:44][CH:43]=1)=[O:41]. No catalyst specified. The product is [CH3:38][O:39][C:40]([C:42]1[C:50]2[N:49]=[C:48]([NH:51][C:11]([C:3]3[N:2]=[CH:1][C:10]4[C:5]([CH:4]=3)=[CH:6][CH:7]=[CH:8][CH:9]=4)=[O:13])[NH:47][C:46]=2[CH:45]=[CH:44][CH:43]=1)=[O:41]. The yield is 0.750.